The task is: Predict the product of the given reaction.. This data is from Forward reaction prediction with 1.9M reactions from USPTO patents (1976-2016). (1) Given the reactants [CH3:1][C:2]1[C:3]([C:12]2[CH:17]=[CH:16][CH:15]=[C:14]([C:18]([F:21])([F:20])[F:19])[CH:13]=2)=[N:4][C:5](=O)[NH:6][C:7]=1[CH2:8][CH2:9][CH3:10].P(Cl)(Cl)([Cl:24])=O, predict the reaction product. The product is: [Cl:24][C:5]1[N:6]=[C:7]([CH2:8][CH2:9][CH3:10])[C:2]([CH3:1])=[C:3]([C:12]2[CH:17]=[CH:16][CH:15]=[C:14]([C:18]([F:21])([F:20])[F:19])[CH:13]=2)[N:4]=1. (2) Given the reactants [OH:1][C:2]1[CH:11]=[C:10]2[C:5]([CH2:6][CH2:7][N:8]([C:13]3[CH:14]=[N:15][CH:16]=[CH:17][C:18]=3[CH3:19])[C:9]2=[O:12])=[CH:4][CH:3]=1.Br[CH2:21][CH:22]1[CH2:24][CH2:23]1.[H-].[Na+], predict the reaction product. The product is: [CH:22]1([CH2:21][O:1][C:2]2[CH:11]=[C:10]3[C:5]([CH2:6][CH2:7][N:8]([C:13]4[CH:14]=[N:15][CH:16]=[CH:17][C:18]=4[CH3:19])[C:9]3=[O:12])=[CH:4][CH:3]=2)[CH2:24][CH2:23]1. (3) Given the reactants [C@H:1]1([NH:10][C:11]2[CH:20]=[CH:19][C:18]3[C:13](=[CH:14][CH:15]=[C:16]([NH2:21])[CH:17]=3)[N:12]=2)[C:9]2[C:4](=[CH:5][CH:6]=[CH:7][CH:8]=2)[CH2:3][CH2:2]1.[CH:22]([N:25]=[C:26]=[O:27])([CH3:24])[CH3:23], predict the reaction product. The product is: [C@H:1]1([NH:10][C:11]2[CH:20]=[CH:19][C:18]3[C:13](=[CH:14][CH:15]=[C:16]([NH:21][C:26]([NH:25][CH:22]([CH3:24])[CH3:23])=[O:27])[CH:17]=3)[N:12]=2)[C:9]2[C:4](=[CH:5][CH:6]=[CH:7][CH:8]=2)[CH2:3][CH2:2]1. (4) Given the reactants [Br:1][C:2]1[S:6][C:5]([CH2:7]Br)=[N:4][C:3]=1[C:9]1[CH:14]=[CH:13][C:12]([O:15][CH:16]([CH3:18])[CH3:17])=[CH:11][CH:10]=1.[CH3:19][O:20][C:21](=[O:32])[CH2:22][O:23][C:24]1[CH:29]=[CH:28][C:27]([OH:30])=[CH:26][C:25]=1[CH3:31].C(=O)([O-])[O-].[Cs+].[Cs+], predict the reaction product. The product is: [CH3:19][O:20][C:21](=[O:32])[CH2:22][O:23][C:24]1[CH:29]=[CH:28][C:27]([O:30][CH2:7][C:5]2[S:6][C:2]([Br:1])=[C:3]([C:9]3[CH:14]=[CH:13][C:12]([O:15][CH:16]([CH3:18])[CH3:17])=[CH:11][CH:10]=3)[N:4]=2)=[CH:26][C:25]=1[CH3:31]. (5) Given the reactants [Cl:1][C:2]1[CH:7]=[CH:6][C:5]([CH:8]([CH:29]2[CH2:33][CH2:32][CH2:31][CH2:30]2)[C:9]([NH:11][C:12]2[CH:13]=[C:14]([CH:26]=[CH:27][CH:28]=2)[CH2:15][C:16]2([C:19]([O:21]C(C)(C)C)=[O:20])[CH2:18][CH2:17]2)=[O:10])=[CH:4][CH:3]=1.O.C(O)(C(F)(F)F)=O, predict the reaction product. The product is: [Cl:1][C:2]1[CH:3]=[CH:4][C:5]([CH:8]([CH:29]2[CH2:33][CH2:32][CH2:31][CH2:30]2)[C:9]([NH:11][C:12]2[CH:13]=[C:14]([CH:26]=[CH:27][CH:28]=2)[CH2:15][C:16]2([C:19]([OH:21])=[O:20])[CH2:18][CH2:17]2)=[O:10])=[CH:6][CH:7]=1. (6) The product is: [C:25]([O:24][C:22](=[O:23])[N:21]([O:20][C:17](=[O:19])[CH3:18])[S:11]([C:6]1[CH:7]=[CH:8][CH:9]=[CH:10][C:5]=1[S:2]([CH3:1])(=[O:4])=[O:3])(=[O:13])=[O:12])([CH3:28])([CH3:26])[CH3:27]. Given the reactants [CH3:1][S:2]([C:5]1[CH:10]=[CH:9][CH:8]=[CH:7][C:6]=1[S:11](Cl)(=[O:13])=[O:12])(=[O:4])=[O:3].[H-].[Na+].[C:17]([O:20][NH:21][C:22]([O:24][C:25]([CH3:28])([CH3:27])[CH3:26])=[O:23])(=[O:19])[CH3:18], predict the reaction product. (7) Given the reactants [Cl:1][C:2]1[N:11]=[CH:10][C:9]2[CH2:8][CH2:7][CH2:6][CH2:5][C:4]=2[N:3]=1.CC([O-])(C)C.[K+].[N:18](OC(C)(C)C)=[O:19], predict the reaction product. The product is: [Cl:1][C:2]1[N:11]=[CH:10][C:9]2[CH2:8][CH2:7][CH2:6]/[C:5](=[N:18]\[OH:19])/[C:4]=2[N:3]=1.